Predict hERG channel inhibition at various concentrations. From a dataset of hERG Central: cardiac toxicity at 1µM, 10µM, and general inhibition. The molecule is CN1c2ccccc2Oc2nnc(N3CCN(Cc4ccccc4)CC3)cc21. Results: hERG_inhib (hERG inhibition (general)): blocker.